From a dataset of Peptide-MHC class II binding affinity with 134,281 pairs from IEDB. Regression. Given a peptide amino acid sequence and an MHC pseudo amino acid sequence, predict their binding affinity value. This is MHC class II binding data. (1) The peptide sequence is ALSAEYAAVAQELSV. The MHC is HLA-DQA10301-DQB10302 with pseudo-sequence HLA-DQA10301-DQB10302. The binding affinity (normalized) is 0.319. (2) The peptide sequence is EFIPMKSSWGAIWRI. The MHC is DRB1_1302 with pseudo-sequence DRB1_1302. The binding affinity (normalized) is 0.440.